Task: Predict the product of the given reaction.. Dataset: Forward reaction prediction with 1.9M reactions from USPTO patents (1976-2016) (1) Given the reactants C1(N(CCO)C(C2C(OCC3C=CC=CC=3)=C(O)N=C(CC3(C4C=CC=CC=4)CCCC3)N=2)=O)CC1.[Si]([O:44][CH2:45][CH2:46][N:47]([CH:77]1[CH2:80][CH2:79][CH2:78]1)[C:48]([C:50]1[C:55]([O:56][CH2:57][C:58]2[CH:63]=[CH:62][CH:61]=[CH:60][CH:59]=2)=[C:54]([OH:64])[N:53]=[C:52]([CH2:65][C:66]2([C:71]3[CH:76]=[CH:75][CH:74]=[CH:73][CH:72]=3)[CH2:70][CH2:69][CH2:68][CH2:67]2)[N:51]=1)=[O:49])(C(C)(C)C)(C)C, predict the reaction product. The product is: [CH:77]1([N:47]([CH2:46][CH2:45][OH:44])[C:48]([C:50]2[C:55]([O:56][CH2:57][C:58]3[CH:63]=[CH:62][CH:61]=[CH:60][CH:59]=3)=[C:54]([OH:64])[N:53]=[C:52]([CH2:65][C:66]3([C:71]4[CH:72]=[CH:73][CH:74]=[CH:75][CH:76]=4)[CH2:70][CH2:69][CH2:68][CH2:67]3)[N:51]=2)=[O:49])[CH2:78][CH2:79][CH2:80]1. (2) Given the reactants Br[C:2]1[N:6]2[N:7]=[CH:8][C:9]([C:11]([F:14])([F:13])[F:12])=[N:10][C:5]2=[N:4][CH:3]=1.CC1(C)COB([C:22]2[CH:23]=[C:24]([CH:33]=[CH:34][CH:35]=2)[O:25][CH2:26][C:27]2[N:31]=[CH:30][N:29]([CH3:32])[N:28]=2)OC1.C([O-])([O-])=O.[Na+].[Na+], predict the reaction product. The product is: [CH3:32][N:29]1[CH:30]=[N:31][C:27]([CH2:26][O:25][C:24]2[CH:23]=[C:22]([C:2]3[N:6]4[N:7]=[CH:8][C:9]([C:11]([F:14])([F:13])[F:12])=[N:10][C:5]4=[N:4][CH:3]=3)[CH:35]=[CH:34][CH:33]=2)=[N:28]1.